This data is from Reaction yield outcomes from USPTO patents with 853,638 reactions. The task is: Predict the reaction yield, written as a fraction of the theoretical maximum amount of product (1.0 means a 100% yield; for example, 0.34 means a 34% yield). (1) The reactants are [CH3:1][O:2][C:3](=[O:23])[CH2:4][C@@H:5]1[C:17]2[NH:16][C:15]3[C:10](=[CH:11][C:12]([F:22])=[CH:13][C:14]=3[S:18]([CH3:21])(=[O:20])=[O:19])[C:9]=2[CH2:8][CH2:7][CH2:6]1.C1(P(C2C=CC=CC=2)C2C=CC=CC=2)C=CC=CC=1.[F:43][C:44]([F:55])([F:54])[C:45]1[CH:50]=[CH:49][C:48]([C@H:51](O)[CH3:52])=[CH:47][CH:46]=1.N(C(OC(C)(C)C)=O)=NC(OC(C)(C)C)=O. The catalyst is C1COCC1. The product is [CH3:1][O:2][C:3](=[O:23])[CH2:4][C@@H:5]1[C:17]2[N:16]([C@H:51]([C:48]3[CH:47]=[CH:46][C:45]([C:44]([F:43])([F:54])[F:55])=[CH:50][CH:49]=3)[CH3:52])[C:15]3[C:10](=[CH:11][C:12]([F:22])=[CH:13][C:14]=3[S:18]([CH3:21])(=[O:20])=[O:19])[C:9]=2[CH2:8][CH2:7][CH2:6]1. The yield is -0.900. (2) The reactants are B(Br)(Br)Br.C[O:6][C:7]1[CH:28]=[CH:27][C:10]2[CH2:11][CH:12]([CH2:22][C:23]([O:25][CH3:26])=[O:24])[C:13](=[O:21])[N:14]([CH2:16]C(F)(F)F)[CH2:15][C:9]=2[CH:8]=1. The catalyst is C(Cl)Cl. The product is [OH:6][C:7]1[CH:28]=[CH:27][C:10]2[CH2:11][CH:12]([CH2:22][C:23]([O:25][CH3:26])=[O:24])[C:13](=[O:21])[N:14]([CH3:16])[CH2:15][C:9]=2[CH:8]=1. The yield is 0.960. (3) The reactants are [CH2:1]([O:3][C:4](=[CH2:8])[C:5]([OH:7])=[O:6])[CH3:2].Br[CH2:10][C:11]1[CH:16]=[CH:15][CH:14]=[CH:13][CH:12]=1.C(=O)([O-])[O-].[K+].[K+]. The catalyst is CN(C=O)C. The product is [CH2:1]([O:3][C:4](=[CH2:8])[C:5]([O:7][CH2:10][C:11]1[CH:16]=[CH:15][CH:14]=[CH:13][CH:12]=1)=[O:6])[CH3:2]. The yield is 0.310. (4) The reactants are [Cl:1][C:2]1[CH:7]=[C:6]([Cl:8])[CH:5]=[CH:4][C:3]=1[C:9]1[C:17]2[C:13](=[C:14]([CH2:19][CH:20]3O[CH:23]=[N:22][CH:21]3S(C3C=CC(C)=CC=3)(=O)=O)[N:15]([CH3:18])[N:16]=2)[CH:12]=[CH:11][CH:10]=1.[NH3:35]. The catalyst is C(O)(C)C. The product is [Cl:1][C:2]1[CH:7]=[C:6]([Cl:8])[CH:5]=[CH:4][C:3]=1[C:9]1[C:17]2[C:13](=[C:14]([CH2:19][C:20]3[NH:35][CH:23]=[N:22][CH:21]=3)[N:15]([CH3:18])[N:16]=2)[CH:12]=[CH:11][CH:10]=1. The yield is 0.100. (5) The reactants are [NH2:1][C:2]1[C:11]([F:12])=[C:10](F)[C:9]([O:14][CH3:15])=[C:8]2[C:3]=1[C:4](=[O:20])[C:5]([C:17]([OH:19])=[O:18])=[CH:6][N:7]2[CH3:16].[N:21]1[CH:26]=[CH:25][CH:24]=[CH:23][C:22]=1[NH:27][CH2:28][CH2:29][NH2:30].C(N(CC)CC)C. The catalyst is CS(C)=O. The product is [NH2:1][C:2]1[C:11]([F:12])=[C:10]([NH:30][CH2:29][CH2:28][NH:27][C:22]2[CH:23]=[CH:24][CH:25]=[CH:26][N:21]=2)[C:9]([O:14][CH3:15])=[C:8]2[C:3]=1[C:4](=[O:20])[C:5]([C:17]([OH:19])=[O:18])=[CH:6][N:7]2[CH3:16]. The yield is 0.590. (6) The reactants are [Br:1][C:2]1[CH:7]=[C:6]([CH3:8])[CH:5]=[CH:4][C:3]=1[O:9][CH3:10].[Br:11]N1C(=O)CCC1=O. The catalyst is CC(N=NC(C#N)(C)C)(C#N)C. The product is [Br:1][C:2]1[CH:7]=[C:6]([CH:5]=[CH:4][C:3]=1[O:9][CH3:10])[CH2:8][Br:11]. The yield is 1.00.